This data is from Full USPTO retrosynthesis dataset with 1.9M reactions from patents (1976-2016). The task is: Predict the reactants needed to synthesize the given product. Given the product [CH3:34][C:27]1[CH:26]=[C:25]([F:24])[CH:30]=[CH:29][C:28]=1[C:2]1[C:3]2[C:12]([C:13]([NH2:15])=[O:14])=[CH:11][N:10]([CH2:16][O:17][CH2:18][CH2:19][Si:20]([CH3:23])([CH3:22])[CH3:21])[C:4]=2[N:5]=[C:6]([S:8][CH3:9])[N:7]=1, predict the reactants needed to synthesize it. The reactants are: Cl[C:2]1[C:3]2[C:12]([C:13]([NH2:15])=[O:14])=[CH:11][N:10]([CH2:16][O:17][CH2:18][CH2:19][Si:20]([CH3:23])([CH3:22])[CH3:21])[C:4]=2[N:5]=[C:6]([S:8][CH3:9])[N:7]=1.[F:24][C:25]1[CH:30]=[CH:29][C:28](B(O)O)=[C:27]([CH3:34])[CH:26]=1.